This data is from Full USPTO retrosynthesis dataset with 1.9M reactions from patents (1976-2016). The task is: Predict the reactants needed to synthesize the given product. (1) Given the product [CH2:17]([NH:16][C:14]([C:10]1[S:9][C:8]([N:5]2[CH:6]=[CH:7][C:2]([NH:1][CH2:32][C:33]3[CH:38]=[CH:37][CH:36]=[CH:35][CH:34]=3)=[CH:3][C:4]2=[O:24])=[N:12][C:11]=1[CH3:13])=[O:15])[C:18]1[CH:23]=[CH:22][CH:21]=[CH:20][CH:19]=1, predict the reactants needed to synthesize it. The reactants are: [NH2:1][C:2]1[CH:7]=[CH:6][N:5]([C:8]2[S:9][C:10]([C:14]([NH:16][CH2:17][C:18]3[CH:23]=[CH:22][CH:21]=[CH:20][CH:19]=3)=[O:15])=[C:11]([CH3:13])[N:12]=2)[C:4](=[O:24])[CH:3]=1.FC(F)(F)C(O)=O.[CH:32](=O)[C:33]1[CH:38]=[CH:37][CH:36]=[CH:35][CH:34]=1.C([SiH](CC)CC)C. (2) Given the product [Cl:1][C:2]1[C:3]2[N:4]([C:21]([CH2:22][CH:23]3[CH2:25][CH2:24]3)=[N:20][N:19]=2)[N:5]=[CH:6][C:7]=1[NH:8][CH2:9][CH:10]1[CH2:18][C:17]2[C:12](=[CH:13][CH:14]=[CH:15][CH:16]=2)[CH2:11]1, predict the reactants needed to synthesize it. The reactants are: [Cl:1][C:2]1[C:7]([NH:8][CH2:9][CH:10]2[CH2:18][C:17]3[C:12](=[CH:13][CH:14]=[CH:15][CH:16]=3)[CH2:11]2)=[CH:6][N:5]=[N:4][C:3]=1[NH:19][NH:20][C:21](=O)[CH2:22][CH:23]1[CH2:25][CH2:24]1.P(Cl)(Cl)(Cl)=O.